This data is from Forward reaction prediction with 1.9M reactions from USPTO patents (1976-2016). The task is: Predict the product of the given reaction. Given the reactants [F:1][C:2]1[CH:7]=[CH:6][CH:5]=[CH:4][C:3]=1[C:8]1[C:13]([CH:14]=O)=[C:12]([NH:16][C:17]2[CH:22]=[CH:21][CH:20]=[CH:19][C:18]=2[F:23])[N:11]=[C:10]([S:24][CH3:25])[N:9]=1.[CH3:26][C:27](OC(C)=O)=[O:28], predict the reaction product. The product is: [F:1][C:2]1[CH:7]=[CH:6][CH:5]=[CH:4][C:3]=1[C:8]1[C:13]2[CH:14]=[CH:26][C:27](=[O:28])[N:16]([C:17]3[CH:22]=[CH:21][CH:20]=[CH:19][C:18]=3[F:23])[C:12]=2[N:11]=[C:10]([S:24][CH3:25])[N:9]=1.